Dataset: Reaction yield outcomes from USPTO patents with 853,638 reactions. Task: Predict the reaction yield, written as a fraction of the theoretical maximum amount of product (1.0 means a 100% yield; for example, 0.34 means a 34% yield). (1) The reactants are [CH2:1]([N:8]1[CH2:15][CH2:14][C:11]2([O:13][CH2:12]2)[CH2:10][CH2:9]1)[C:2]1[CH:7]=[CH:6][CH:5]=[CH:4][CH:3]=1.[Br:16][C:17]1[CH:18]=[CH:19][C:20]([OH:23])=[N:21][CH:22]=1. The catalyst is C(O)C.C(OCC)(=O)C.Cl.CCO. The product is [Br:16][C:17]1[CH:18]=[CH:19][C:20](=[O:23])[N:21]([CH2:12][C:11]2([OH:13])[CH2:14][CH2:15][N:8]([CH2:1][C:2]3[CH:7]=[CH:6][CH:5]=[CH:4][CH:3]=3)[CH2:9][CH2:10]2)[CH:22]=1. The yield is 0.785. (2) The reactants are [NH2:1][C:2]1[C:3]([C:7](Cl)=[N:8][OH:9])=[N:4][O:5][N:6]=1.[Br:11][C:12]1[CH:13]=[C:14]([CH:16]=[CH:17][C:18]=1[F:19])[NH2:15].C(=O)(O)[O-].[Na+]. The catalyst is O. The product is [NH2:1][C:2]1[C:3]([C:7](=[N:8][OH:9])[NH:15][C:14]2[CH:16]=[CH:17][C:18]([F:19])=[C:12]([Br:11])[CH:13]=2)=[N:4][O:5][N:6]=1. The yield is 0.990. (3) The reactants are [CH2:1]([C:3]1[CH:21]=[CH:20][C:6]2[C:7]3([OH:19])[C:16](=[O:17])[C:15]4[C:10](=[CH:11][CH:12]=[CH:13][CH:14]=4)[C:8]3([OH:18])[O:9][C:5]=2[CH:4]=1)[CH3:2].[C:22]([OH:25])(=O)[CH3:23].N1C=CC=CC=1.C1C[O:35][CH2:34][CH2:33]1. No catalyst specified. The product is [C:34]([O:9][C:5]1[CH:4]=[C:3]([CH2:1][CH3:2])[CH:21]=[CH:20][C:6]=1[C:7]1([O:19][C:22](=[O:25])[CH3:23])[C:16](=[O:17])[C:15]2[C:10](=[CH:11][CH:12]=[CH:13][CH:14]=2)[C:8]1=[O:18])(=[O:35])[CH3:33]. The yield is 0.880. (4) The reactants are [F:1][C:2]1[CH:7]=[CH:6][C:5]([NH:8][C:9]([C:11]2([C:14]([NH:16][C:17]3[CH:22]=[CH:21][C:20]([O:23]CC4C=CC=CC=4)=[CH:19][CH:18]=3)=[O:15])[CH2:13][CH2:12]2)=[O:10])=[CH:4][CH:3]=1.C1CC=CCC=1. The catalyst is CCO.[Pd]. The product is [OH:23][C:20]1[CH:21]=[CH:22][C:17]([NH:16][C:14]([C:11]2([C:9]([NH:8][C:5]3[CH:4]=[CH:3][C:2]([F:1])=[CH:7][CH:6]=3)=[O:10])[CH2:13][CH2:12]2)=[O:15])=[CH:18][CH:19]=1. The yield is 0.950. (5) The reactants are [CH3:1][N:2]1[CH2:7][CH2:6][N:5]([C:8]([NH:10][C:11]2[CH:16]=[C:15]([O:17][C:18]3[CH:19]=[N:20][C:21]([N+:24]([O-])=O)=[CH:22][CH:23]=3)[CH:14]=[CH:13][N:12]=2)=[O:9])[CH2:4][CH2:3]1.[NH4+].[Cl-]. The catalyst is CO.[Zn]. The product is [NH2:24][C:21]1[N:20]=[CH:19][C:18]([O:17][C:15]2[CH:14]=[CH:13][N:12]=[C:11]([NH:10][C:8]([N:5]3[CH2:4][CH2:3][N:2]([CH3:1])[CH2:7][CH2:6]3)=[O:9])[CH:16]=2)=[CH:23][CH:22]=1. The yield is 0.940. (6) The reactants are [CH3:1][C:2]1([CH3:67])[C@@H:5]([C:6]([O:8][C@H:9]2[CH2:26][CH2:25][C@@:24]3([CH3:27])[C@@H:11]([CH2:12][CH2:13][C@:14]4([CH3:54])[C@@H:23]3[CH2:22][CH2:21][C@H:20]3[C@@:15]4([CH3:53])[CH2:16][CH2:17][C@@:18]4([C:34]([N:36]5[CH2:40][CH2:39][CH2:38][C@H:37]5[C:41]5[NH:42][C:43]([C:46]6[CH:51]=[CH:50][C:49]([F:52])=[CH:48][CH:47]=6)=[CH:44][N:45]=5)=[O:35])[CH2:30][CH2:29][C@@H:28]([CH:31]([CH3:33])[CH3:32])[C@@H:19]43)[C:10]2([CH3:56])[CH3:55])=[O:7])[CH2:4][C@H:3]1[C:57]([O:59]CC1C=CC=CC=1)=[O:58]. The catalyst is C(OCC)(=O)C.CC(C)(CC(=O)O[C@H]1CC[C@@]2(C)[C@@H](CC[C@]3(C)[C@@H]2CC[C@H]2[C@@]3(C)CC[C@@]3(C(N4CCC[C@H]4C4NC(C5C=CC=CC=5)=CN=4)=O)CC[C@@H](C4(C)CC4)[C@@H]32)C1(C)C)C(O)=O.[Pd]. The product is [F:52][C:49]1[CH:48]=[CH:47][C:46]([C:43]2[NH:42][C:41]([C@@H:37]3[CH2:38][CH2:39][CH2:40][N:36]3[C:34]([C@:18]34[CH2:30][CH2:29][C@@H:28]([CH:31]([CH3:33])[CH3:32])[C@@H:19]3[C@@H:20]3[C@@:15]([CH3:53])([CH2:16][CH2:17]4)[C@@:14]4([CH3:54])[C@@H:23]([C@:24]5([CH3:27])[C@@H:11]([CH2:12][CH2:13]4)[C:10]([CH3:56])([CH3:55])[C@@H:9]([O:8][C:6]([C@H:5]4[CH2:4][C@@H:3]([C:57]([OH:59])=[O:58])[C:2]4([CH3:67])[CH3:1])=[O:7])[CH2:26][CH2:25]5)[CH2:22][CH2:21]3)=[O:35])=[N:45][CH:44]=2)=[CH:51][CH:50]=1. The yield is 0.760. (7) The reactants are C([O-])([O-])=O.[Cs+].[Cs+].[CH3:7][C:8]1[CH:13]=[C:12]([CH3:14])[C:11](B2OC(C)(C)C(C)(C)O2)=[CH:10][N:9]=1.Cl[C:25]1[CH:26]=[CH:27][C:28]2[N:34]3[CH2:35][C@H:31]([CH2:32][CH2:33]3)[N:30]([C:36]([NH:38][C:39]3[CH:44]=[N:43][CH:42]=[CH:41][N:40]=3)=[O:37])[C:29]=2[N:45]=1.CC(C1C=C(C(C)C)C(C2C=CC=CC=2P(C2CCCCC2)C2CCCCC2)=C(C(C)C)C=1)C. The catalyst is O.O1CCOCC1. The product is [CH3:14][C:12]1[CH:13]=[C:8]([CH3:7])[N:9]=[CH:10][C:11]=1[C:25]1[CH:26]=[CH:27][C:28]2[N:34]3[CH2:35][C@H:31]([CH2:32][CH2:33]3)[N:30]([C:36]([NH:38][C:39]3[CH:44]=[N:43][CH:42]=[CH:41][N:40]=3)=[O:37])[C:29]=2[N:45]=1. The yield is 0.525. (8) The reactants are [C:1]([C:3]1[CH:8]=[CH:7][C:6]([C:9]2[N:10]([CH:22]([CH3:27])[CH2:23][C:24]([OH:26])=[O:25])[CH:11]=[CH:12][C:13]=2[C:14]2[CH:19]=[CH:18][C:17]([O:20][CH3:21])=[CH:16][CH:15]=2)=[C:5]([CH3:28])[CH:4]=1)#[N:2].[OH-:29].[Na+].OO. The catalyst is CS(C)=O.O. The product is [C:1]([C:3]1[CH:8]=[CH:7][C:6]([C:9]2[N:10]([CH:22]([CH3:27])[CH2:23][C:24]([OH:26])=[O:25])[CH:11]=[CH:12][C:13]=2[C:14]2[CH:19]=[CH:18][C:17]([O:20][CH3:21])=[CH:16][CH:15]=2)=[C:5]([CH3:28])[CH:4]=1)(=[O:29])[NH2:2]. The yield is 0.200. (9) The reactants are [Br:1][C:2]1[C:7]([OH:8])=[CH:6][CH:5]=[CH:4][N:3]=1.C(=O)([O-])[O-].[K+].[K+].[I:15]I.S(S([O-])=O)([O-])(=O)=O.[Na+].[Na+].Cl. The catalyst is O. The product is [Br:1][C:2]1[C:7]([OH:8])=[CH:6][CH:5]=[C:4]([I:15])[N:3]=1. The yield is 0.790.